From a dataset of Reaction yield outcomes from USPTO patents with 853,638 reactions. Predict the reaction yield, written as a fraction of the theoretical maximum amount of product (1.0 means a 100% yield; for example, 0.34 means a 34% yield). (1) The reactants are [Cl:1][C:2]1[N:3]=[CH:4][C:5]([C:8](OC)=[O:9])=[N:6][CH:7]=1.CC(C[AlH]CC(C)C)C.C(O)C.C(C(C(C([O-])=O)O)O)([O-])=O.[Na+].[K+]. The catalyst is C1COCC1. The product is [Cl:1][C:2]1[N:3]=[CH:4][C:5]([CH2:8][OH:9])=[N:6][CH:7]=1. The yield is 0.970. (2) The reactants are [Zn:1].N[CH2:3][C:4]([OH:6])=[O:5].[C:7]([OH:20])(=[O:19])[CH2:8][CH2:9][CH2:10][CH2:11][CH2:12][CH2:13][CH2:14][CH2:15][CH2:16][CH2:17][CH3:18].C([O-])(=O)C.[Zn+2].C([O-])(=O)C. The catalyst is C(O)C. The product is [C:4]([O-:6])(=[O:5])[CH3:3].[Zn+2:1].[C:7]([O-:20])(=[O:19])[CH3:8].[C:7]([O-:20])(=[O:19])[CH2:8][CH2:9][CH2:10][CH2:11][CH2:12][CH2:13][CH2:14][CH2:15][CH2:16][CH2:17][CH3:18].[Zn+2:1].[C:7]([O-:20])(=[O:19])[CH2:8][CH2:9][CH2:10][CH2:11][CH2:12][CH2:13][CH2:14][CH2:15][CH2:16][CH2:17][CH3:18]. The yield is 0.0100. (3) The reactants are [Br:1][C:2]1[CH:3]=[C:4]2[C:9](=[CH:10][CH:11]=1)[N:8]=[CH:7][C:6]([C:12]([CH:14]1[CH2:16][CH2:15]1)=[O:13])=[C:5]2Cl.[NH2:18][C:19]1[CH:20]=[N:21][C:22]([N:25]2[CH2:29][CH2:28][CH:27]([NH:30][C:31](=[O:37])[O:32][C:33]([CH3:36])([CH3:35])[CH3:34])[CH2:26]2)=[N:23][CH:24]=1. No catalyst specified. The product is [Br:1][C:2]1[CH:3]=[C:4]2[C:9](=[CH:10][CH:11]=1)[N:8]=[CH:7][C:6]([C:12]([CH:14]1[CH2:16][CH2:15]1)=[O:13])=[C:5]2[NH:18][C:19]1[CH:24]=[N:23][C:22]([N:25]2[CH2:29][CH2:28][CH:27]([NH:30][C:31](=[O:37])[O:32][C:33]([CH3:35])([CH3:34])[CH3:36])[CH2:26]2)=[N:21][CH:20]=1. The yield is 0.610. (4) The reactants are [CH:1]1([NH:6][C:7]2[CH:8]=[CH:9][CH:10]=[C:11]3[C:15]=2[NH:14][C:13]([C:16]2[S:17][CH2:18][C@@H:19]([CH2:21][C:22]([OH:24])=O)[N:20]=2)=[CH:12]3)[CH2:5][CH2:4][CH2:3][CH2:2]1.O[NH:26][C:27]([N:29]1[CH2:34][CH2:33][CH2:32][CH2:31][CH2:30]1)=[NH:28]. No catalyst specified. The product is [CH:1]1([NH:6][C:7]2[CH:8]=[CH:9][CH:10]=[C:11]3[C:15]=2[NH:14][C:13]([C:16]2[S:17][CH2:18][C@@H:19]([CH2:21][C:22]4[O:24][N:28]=[C:27]([N:29]5[CH2:34][CH2:33][CH2:32][CH2:31][CH2:30]5)[N:26]=4)[N:20]=2)=[CH:12]3)[CH2:5][CH2:4][CH2:3][CH2:2]1. The yield is 0.540. (5) The reactants are [Cl:1][C:2]1[CH:10]=[C:9]2[C:5]([C:6]([C:11](=[O:16])C(F)(F)F)=[CH:7][NH:8]2)=[CH:4][CH:3]=1.[OH-:17].[Na+]. No catalyst specified. The product is [Cl:1][C:2]1[CH:10]=[C:9]2[C:5]([C:6]([C:11]([OH:16])=[O:17])=[CH:7][NH:8]2)=[CH:4][CH:3]=1. The yield is 0.780. (6) The reactants are [C:1]([NH:9][C:10]1[CH:30]=[CH:29][N:13]([C@@H:14]2[O:28][C@H:18]([CH2:19][O:20][Si:21]([C:24]([CH3:27])([CH3:26])[CH3:25])([CH3:23])[CH3:22])[C@@H:16]([OH:17])[CH2:15]2)[C:12](=[O:31])[N:11]=1)(=[O:8])[C:2]1[CH:7]=[CH:6][CH:5]=[CH:4][CH:3]=1.[CH3:32][S:33]([CH3:35])=O.C(OC(=O)C)(=O)C.C([O-])(O)=O.[Na+]. The catalyst is CCOC(C)=O.C(O)(=O)C. The product is [C:1]([NH:9][C:10]1[CH:30]=[CH:29][N:13]([C@@H:14]2[O:28][C@H:18]([CH2:19][O:20][Si:21]([C:24]([CH3:25])([CH3:26])[CH3:27])([CH3:23])[CH3:22])[C@@H:16]([O:17][CH2:32][S:33][CH3:35])[CH2:15]2)[C:12](=[O:31])[N:11]=1)(=[O:8])[C:2]1[CH:3]=[CH:4][CH:5]=[CH:6][CH:7]=1. The yield is 0.730.